Task: Predict which catalyst facilitates the given reaction.. Dataset: Catalyst prediction with 721,799 reactions and 888 catalyst types from USPTO (1) Reactant: [CH2:1]([O:3][C:4]([C:6]1[NH:7][CH:8]=[CH:9][CH:10]=1)=[O:5])[CH3:2].[Cl-].[Al+3].[Cl-].[Cl-].[Cl:15][C:16]1[CH:21]=[CH:20][C:19]([CH2:22][C:23](Cl)=[O:24])=[CH:18][CH:17]=1.C(O)C(N)(CO)CO. Product: [CH2:1]([O:3][C:4]([C:6]1[NH:7][CH:8]=[C:9]([C:23](=[O:24])[CH2:22][C:19]2[CH:20]=[CH:21][C:16]([Cl:15])=[CH:17][CH:18]=2)[CH:10]=1)=[O:5])[CH3:2]. The catalyst class is: 68. (2) Reactant: C([O:3][CH:4](OCC)[C:5]1[CH:6]=[C:7]([CH:11]2[C:16]3=[N:17][NH:18][C:19](=[O:24])[C:20]4[CH:21]=[CH:22][CH:23]=[C:14]([C:15]=43)[NH:13][CH:12]2[C:25]2[CH:30]=[CH:29][CH:28]=[CH:27][CH:26]=2)[CH:8]=[CH:9][CH:10]=1)C.C(=O)([O-])[O-].[K+].[K+]. Product: [O:24]=[C:19]1[C:20]2[CH:21]=[CH:22][CH:23]=[C:14]3[NH:13][CH:12]([C:25]4[CH:26]=[CH:27][CH:28]=[CH:29][CH:30]=4)[CH:11]([C:7]4[CH:6]=[C:5]([CH:10]=[CH:9][CH:8]=4)[CH:4]=[O:3])[C:16]([C:15]=23)=[N:17][NH:18]1. The catalyst class is: 33. (3) Reactant: [CH2:1]([O:8][C:9]([NH:11][C:12]1[C:13]([C:30](O)=[O:31])=[N:14][C:15]2[C:20]([CH:21]=1)=[CH:19][CH:18]=[C:17]([N:22]1[CH2:27][CH2:26][N:25]([CH3:28])[C:24](=[O:29])[CH2:23]1)[CH:16]=2)=[O:10])[C:2]1[CH:7]=[CH:6][CH:5]=[CH:4][CH:3]=1.[NH2:33][C:34]1[CH:35]=[N:36][CH:37]=[CH:38][C:39]=1[N:40]1[CH2:45][C@H:44]([CH3:46])[CH2:43][C@H:42]([NH:47][C:48](=[O:54])[O:49][C:50]([CH3:53])([CH3:52])[CH3:51])[CH2:41]1.CN(C(ON1N=NC2C=CC=NC1=2)=[N+](C)C)C.F[P-](F)(F)(F)(F)F.CCN(C(C)C)C(C)C. Product: [CH2:1]([O:8][C:9](=[O:10])[NH:11][C:12]1[C:13]([C:30]([NH:33][C:34]2[CH:35]=[N:36][CH:37]=[CH:38][C:39]=2[N:40]2[CH2:45][C@H:44]([CH3:46])[CH2:43][C@H:42]([NH:47][C:48]([O:49][C:50]([CH3:51])([CH3:53])[CH3:52])=[O:54])[CH2:41]2)=[O:31])=[N:14][C:15]2[C:20]([CH:21]=1)=[CH:19][CH:18]=[C:17]([N:22]1[CH2:27][CH2:26][N:25]([CH3:28])[C:24](=[O:29])[CH2:23]1)[CH:16]=2)[C:2]1[CH:7]=[CH:6][CH:5]=[CH:4][CH:3]=1. The catalyst class is: 3. (4) Reactant: [OH:1][CH2:2][CH2:3][CH2:4][O:5][C:6]1[CH:15]=[CH:14][C:9]([C:10]([O:12]C)=[O:11])=[CH:8][C:7]=1[CH3:16].[OH-].[Na+]. Product: [OH:1][CH2:2][CH2:3][CH2:4][O:5][C:6]1[CH:15]=[CH:14][C:9]([C:10]([OH:12])=[O:11])=[CH:8][C:7]=1[CH3:16]. The catalyst class is: 12. (5) Reactant: C(OC([N:8]([CH2:21][CH:22]1[CH2:27][CH2:26][N:25]([CH2:28][CH2:29][CH2:30][CH2:31][CH2:32][C:33]([OH:35])=[O:34])[CH2:24][CH:23]1[C:36]1[CH:41]=[CH:40][CH:39]=[C:38]([F:42])[CH:37]=1)[C@@H:9]([C:11]1[C:20]2[C:15](=[CH:16][CH:17]=[CH:18][CH:19]=2)[CH:14]=[CH:13][CH:12]=1)[CH3:10])=O)(C)(C)C.[ClH:43].C(OCC)(=O)C. Product: [ClH:43].[ClH:43].[F:42][C:38]1[CH:37]=[C:36]([CH:23]2[CH:22]([CH2:21][NH:8][C@@H:9]([C:11]3[C:20]4[C:15](=[CH:16][CH:17]=[CH:18][CH:19]=4)[CH:14]=[CH:13][CH:12]=3)[CH3:10])[CH2:27][CH2:26][N:25]([CH2:28][CH2:29][CH2:30][CH2:31][CH2:32][C:33]([OH:35])=[O:34])[CH2:24]2)[CH:41]=[CH:40][CH:39]=1. The catalyst class is: 13. (6) Reactant: C[C:2]1(C)[O:7][C:6]2[CH:8]=[CH:9][C:10]([C@@H:12]([OH:38])[CH2:13][NH:14][CH2:15][CH2:16][CH2:17][CH2:18][CH2:19][CH2:20][O:21][CH2:22][CH2:23][CH2:24][CH2:25][C:26]3[CH:35]=[C:34]4[C:29]([CH2:30][CH2:31][CH2:32][S:33]4(=[O:37])=[O:36])=[CH:28][CH:27]=3)=[CH:11][C:5]=2[CH2:4][O:3]1.C(O)(=[O:42])C. Product: [CH:2]([O:7][C:6]1[CH:8]=[CH:9][C:10]([C@@H:12]([OH:38])[CH2:13][NH:14][CH2:15][CH2:16][CH2:17][CH2:18][CH2:19][CH2:20][O:21][CH2:22][CH2:23][CH2:24][CH2:25][C:26]2[CH:35]=[C:34]3[C:29]([CH2:30][CH2:31][CH2:32][S:33]3(=[O:36])=[O:37])=[CH:28][CH:27]=2)=[CH:11][C:5]=1[CH2:4][OH:42])=[O:3]. The catalyst class is: 6. (7) Reactant: [NH:1]1[C:5]2=[N:6][CH:7]=[CH:8][CH:9]=[C:4]2[C:3]2([CH2:14][CH2:13][NH:12][CH2:11][CH2:10]2)[C:2]1=[O:15].Cl[C:17]1[N:22]=[CH:21][N:20]=[C:19]([C:23]([N:25]2[C:33]3[C:28](=[CH:29][CH:30]=[CH:31][CH:32]=3)[CH2:27][CH2:26]2)=[O:24])[CH:18]=1.CCN(C(C)C)C(C)C. Product: [N:25]1([C:23]([C:19]2[N:20]=[CH:21][N:22]=[C:17]([N:12]3[CH2:11][CH2:10][C:3]4([C:4]5[C:5](=[N:6][CH:7]=[CH:8][CH:9]=5)[NH:1][C:2]4=[O:15])[CH2:14][CH2:13]3)[CH:18]=2)=[O:24])[C:33]2[C:28](=[CH:29][CH:30]=[CH:31][CH:32]=2)[CH2:27][CH2:26]1. The catalyst class is: 3. (8) Reactant: [C:1]([O:5][C:6]([N:8]1[CH2:16][C:15]2[C:10](=[CH:11][CH:12]=[C:13](Br)[CH:14]=2)[CH2:9]1)=[O:7])([CH3:4])([CH3:3])[CH3:2].C1C=CC(P(C2C=CC=CC=2)CCCP(C2C=CC=CC=2)C2C=CC=CC=2)=CC=1.CO.CS(C)=O.C[CH2:54][O:55][C:56](C)=[O:57].CCCCCC. Product: [CH3:54][O:55][C:56]([C:13]1[CH:14]=[C:15]2[C:10](=[CH:11][CH:12]=1)[CH2:9][N:8]([C:6]([O:5][C:1]([CH3:4])([CH3:3])[CH3:2])=[O:7])[CH2:16]2)=[O:57]. The catalyst class is: 318. (9) Reactant: [CH:1]1[CH:6]=[CH:5][CH:4]=[CH:3][CH:2]=1.[H][H]. Product: [CH:1]1([C:1]2[CH:6]=[CH:5][CH:4]=[CH:3][CH:2]=2)[CH2:6][CH2:5][CH2:4][CH2:3][CH2:2]1. The catalyst class is: 244.